This data is from Full USPTO retrosynthesis dataset with 1.9M reactions from patents (1976-2016). The task is: Predict the reactants needed to synthesize the given product. (1) Given the product [N:1]1([S:11]([C:14]2[CH:15]=[C:16]([N:20]3[C:29](=[O:30])[C:28]4[C:23](=[CH:24][CH:25]=[CH:26][C:27]=4[CH2:31][C:32]4[NH:37][N:36]=[N:35][N:33]=4)[NH:22][C:21]3=[O:34])[CH:17]=[CH:18][CH:19]=2)(=[O:13])=[O:12])[C:10]2[C:5](=[CH:6][CH:7]=[CH:8][CH:9]=2)[CH2:4][CH2:3][CH2:2]1, predict the reactants needed to synthesize it. The reactants are: [N:1]1([S:11]([C:14]2[CH:15]=[C:16]([N:20]3[C:29](=[O:30])[C:28]4[C:23](=[CH:24][CH:25]=[CH:26][C:27]=4[CH2:31][C:32]#[N:33])[NH:22][C:21]3=[O:34])[CH:17]=[CH:18][CH:19]=2)(=[O:13])=[O:12])[C:10]2[C:5](=[CH:6][CH:7]=[CH:8][CH:9]=2)[CH2:4][CH2:3][CH2:2]1.[N-:35]=[N+:36]=[N-:37].[Na+].[Cl-].[NH4+]. (2) Given the product [OH:28][B:25]1[C:24]2[CH:29]=[C:20]([NH:19][S:2]([C:5]3[CH:10]=[CH:9][C:8]([O:11][CH3:12])=[CH:7][C:6]=3[CH2:13][C:14]([O:16][CH2:17][CH3:18])=[O:15])(=[O:4])=[O:3])[CH:21]=[CH:22][C:23]=2[CH2:27][O:26]1, predict the reactants needed to synthesize it. The reactants are: Cl[S:2]([C:5]1[CH:10]=[CH:9][C:8]([O:11][CH3:12])=[CH:7][C:6]=1[CH2:13][C:14]([O:16][CH2:17][CH3:18])=[O:15])(=[O:4])=[O:3].[NH2:19][C:20]1[CH:21]=[CH:22][C:23]2[CH2:27][O:26][B:25]([OH:28])[C:24]=2[CH:29]=1.C([O-])(O)=O.[Na+].